Task: Predict the reaction yield, written as a fraction of the theoretical maximum amount of product (1.0 means a 100% yield; for example, 0.34 means a 34% yield).. Dataset: Reaction yield outcomes from USPTO patents with 853,638 reactions (1) The reactants are Br[C:2]1[C:11]([CH3:12])=[CH:10][C:9]2[C:8]([CH3:14])([CH3:13])[CH:7]([O:15][C:16](=[O:18])[CH3:17])[CH2:6][C:5]([CH3:20])([CH3:19])[C:4]=2[CH:3]=1.COC([SiH3])=C(OC)OC.C1(C)C=CC=CC=1P(C1C=CC=CC=1C)C1C=CC=CC=1C.C(N([CH2:57][CH3:58])CC)C.[CH2:59]([O:61][C:62](=[O:70])[C:63]1[CH:68]=[CH:67][C:66](Br)=[CH:65][CH:64]=1)[CH3:60].[F-].C([N+](CCCC)(CCCC)CCCC)CCC. The catalyst is CN1CCCC1.[Cl-].[Na+].O. The product is [CH2:59]([O:61][C:62](=[O:70])[C:63]1[CH:68]=[CH:67][C:66](/[CH:57]=[CH:58]/[C:2]2[C:11]([CH3:12])=[CH:10][C:9]3[C:8]([CH3:14])([CH3:13])[CH:7]([O:15][C:16](=[O:18])[CH3:17])[CH2:6][C:5]([CH3:20])([CH3:19])[C:4]=3[CH:3]=2)=[CH:65][CH:64]=1)[CH3:60]. The yield is 0.200. (2) The reactants are [H-].[H-].[H-].[H-].[Li+].[Al+3].[CH2:7]([CH:9]([CH2:13][C:14]([F:17])([F:16])[F:15])[C:10](O)=[O:11])[CH3:8]. The catalyst is CCOCC. The product is [CH2:7]([CH:9]([CH2:13][C:14]([F:17])([F:16])[F:15])[CH2:10][OH:11])[CH3:8]. The yield is 0.550. (3) The reactants are Br[C:2]1[CH:3]=[CH:4][C:5]([F:8])=[N:6][CH:7]=1.CC1(C)C(C)(C)OB([C:17]2[CH:18]=[N:19][N:20](C(OC(C)(C)C)=O)[CH:21]=2)O1.C([O-])([O-])=O.[Na+].[Na+]. The catalyst is O1CCOCC1.C1C=CC([P]([Pd]([P](C2C=CC=CC=2)(C2C=CC=CC=2)C2C=CC=CC=2)([P](C2C=CC=CC=2)(C2C=CC=CC=2)C2C=CC=CC=2)[P](C2C=CC=CC=2)(C2C=CC=CC=2)C2C=CC=CC=2)(C2C=CC=CC=2)C2C=CC=CC=2)=CC=1. The product is [F:8][C:5]1[CH:4]=[CH:3][C:2]([C:17]2[CH:18]=[N:19][NH:20][CH:21]=2)=[CH:7][N:6]=1. The yield is 0.442.